Dataset: Full USPTO retrosynthesis dataset with 1.9M reactions from patents (1976-2016). Task: Predict the reactants needed to synthesize the given product. (1) Given the product [I:31][C:7]1[CH:8]=[C:9]([N:12]([CH3:30])[CH2:13][C:14]2[S:18][C:17]([C:19]3[CH:24]=[CH:23][C:22]([C:25]([F:26])([F:27])[F:28])=[CH:21][CH:20]=3)=[N:16][C:15]=2[CH3:29])[CH:10]=[CH:11][C:6]=1[O:5][CH2:4][C:3]([OH:32])=[O:2], predict the reactants needed to synthesize it. The reactants are: C[O:2][C:3](=[O:32])[CH2:4][O:5][C:6]1[CH:11]=[CH:10][C:9]([N:12]([CH3:30])[CH2:13][C:14]2[S:18][C:17]([C:19]3[CH:24]=[CH:23][C:22]([C:25]([F:28])([F:27])[F:26])=[CH:21][CH:20]=3)=[N:16][C:15]=2[CH3:29])=[CH:8][C:7]=1[I:31].[Li+].[OH-]. (2) Given the product [Cl:6][C:7]1[CH:8]=[C:9]([N+:17]([O-:19])=[O:18])[C:10]([CH3:16])=[C:11]([CH:15]=1)[C:12]([OH:14])=[O:13], predict the reactants needed to synthesize it. The reactants are: OS(O)(=O)=O.[Cl:6][C:7]1[CH:8]=[CH:9][C:10]([CH3:16])=[C:11]([CH:15]=1)[C:12]([OH:14])=[O:13].[N+:17]([O-])([OH:19])=[O:18]. (3) The reactants are: [N:1]1[CH:6]=[CH:5][CH:4]=[CH:3][C:2]=1[CH2:7][NH:8][C:9]([C:11]1([CH2:24][CH2:25][CH2:26][CH2:27]Br)[C:23]2[CH:22]=[CH:21][CH:20]=[CH:19][C:18]=2[C:17]2[C:12]1=[CH:13][CH:14]=[CH:15][CH:16]=2)=[O:10].[N:29]1([C:35]2[CH:44]=[CH:43][C:42]3[C:37](=[CH:38][CH:39]=[CH:40][CH:41]=3)[N:36]=2)[CH2:34][CH2:33][NH:32][CH2:31][CH2:30]1. Given the product [N:1]1[CH:6]=[CH:5][CH:4]=[CH:3][C:2]=1[CH2:7][NH:8][C:9]([C:11]1([CH2:24][CH2:25][CH2:26][CH2:27][N:32]2[CH2:33][CH2:34][N:29]([C:35]3[CH:44]=[CH:43][C:42]4[C:37](=[CH:38][CH:39]=[CH:40][CH:41]=4)[N:36]=3)[CH2:30][CH2:31]2)[C:23]2[CH:22]=[CH:21][CH:20]=[CH:19][C:18]=2[C:17]2[C:12]1=[CH:13][CH:14]=[CH:15][CH:16]=2)=[O:10], predict the reactants needed to synthesize it. (4) Given the product [Br:20][CH2:1][C:2]1[CH:3]=[C:4]2[N:10]=[C:9]([C:11]3[CH:16]=[CH:15][CH:14]=[CH:13][C:12]=3[N+:17]([O-:19])=[O:18])[S:8][C:5]2=[N:6][CH:7]=1, predict the reactants needed to synthesize it. The reactants are: [CH3:1][C:2]1[CH:3]=[C:4]2[N:10]=[C:9]([C:11]3[CH:16]=[CH:15][CH:14]=[CH:13][C:12]=3[N+:17]([O-:19])=[O:18])[S:8][C:5]2=[N:6][CH:7]=1.[Br:20]N1C(=O)CCC1=O. (5) Given the product [CH3:1][N:2]([CH3:32])[C:3]([C:5]1[N:26]([CH:27]2[CH2:31][CH2:30][CH2:29][CH2:28]2)[C:8]2[N:9]=[C:10]([NH:13][C:14]3[CH:19]=[CH:18][C:17]([N:20]4[CH2:21][CH2:22][N:23]([CH2:34][CH2:35][CH2:36][CH:37]([CH3:39])[CH3:38])[CH2:24][CH2:25]4)=[CH:16][N:15]=3)[N:11]=[CH:12][C:7]=2[CH:6]=1)=[O:4], predict the reactants needed to synthesize it. The reactants are: [CH3:1][N:2]([CH3:32])[C:3]([C:5]1[N:26]([CH:27]2[CH2:31][CH2:30][CH2:29][CH2:28]2)[C:8]2[N:9]=[C:10]([NH:13][C:14]3[CH:19]=[CH:18][C:17]([N:20]4[CH2:25][CH2:24][NH:23][CH2:22][CH2:21]4)=[CH:16][N:15]=3)[N:11]=[CH:12][C:7]=2[CH:6]=1)=[O:4].Br[CH2:34][CH2:35][CH2:36][CH:37]([CH3:39])[CH3:38].